The task is: Predict which catalyst facilitates the given reaction.. This data is from Catalyst prediction with 721,799 reactions and 888 catalyst types from USPTO. Product: [C:18]([O:17][C:15]([N:14]1[C:9]2=[N:10][CH:11]=[CH:12][CH:13]=[C:8]2[CH2:7][CH:6]1[C:4]([OH:5])=[O:3])=[O:16])([CH3:21])([CH3:19])[CH3:20]. Reactant: CC[O:3][C:4]([CH:6]1[N:14]([C:15]([O:17][C:18]([CH3:21])([CH3:20])[CH3:19])=[O:16])[C:9]2=[N:10][CH:11]=[CH:12][CH:13]=[C:8]2[CH2:7]1)=[O:5].[OH-].[Li+]. The catalyst class is: 87.